This data is from Catalyst prediction with 721,799 reactions and 888 catalyst types from USPTO. The task is: Predict which catalyst facilitates the given reaction. (1) Reactant: [F:1][C:2]1[CH:3]=[C:4]([C:15]([C:23]2[CH:28]=[CH:27][C:26]([F:29])=[CH:25][CH:24]=2)=[N:16][S@@:17]([C:19]([CH3:22])([CH3:21])[CH3:20])=[O:18])[CH:5]=[C:6]([O:8][C:9]([F:14])([F:13])[CH:10]([F:12])[F:11])[CH:7]=1.[CH2:30]([Mg]Cl)[C:31]1[CH:36]=[CH:35][CH:34]=[CH:33][CH:32]=1. Product: [F:1][C:2]1[CH:3]=[C:4]([C@@:15]([NH:16][S@@:17]([C:19]([CH3:22])([CH3:21])[CH3:20])=[O:18])([C:23]2[CH:24]=[CH:25][C:26]([F:29])=[CH:27][CH:28]=2)[CH2:30][C:31]2[CH:36]=[CH:35][CH:34]=[CH:33][CH:32]=2)[CH:5]=[C:6]([O:8][C:9]([F:14])([F:13])[CH:10]([F:11])[F:12])[CH:7]=1. The catalyst class is: 2. (2) Reactant: C[O:2][C:3]([C:5]1[C:13]2[C:8](=[CH:9][CH:10]=[CH:11][CH:12]=2)[N:7]([CH2:14][CH3:15])[CH:6]=1)=[O:4].C1COCC1.[OH-].[Na+]. Product: [CH2:14]([N:7]1[C:8]2[C:13](=[CH:12][CH:11]=[CH:10][CH:9]=2)[C:5]([C:3]([OH:4])=[O:2])=[CH:6]1)[CH3:15]. The catalyst class is: 5.